Dataset: Full USPTO retrosynthesis dataset with 1.9M reactions from patents (1976-2016). Task: Predict the reactants needed to synthesize the given product. (1) Given the product [N+:21]([C:18]1[CH:19]=[CH:20][C:15]([O:1][C@H:2]2[CH2:6][CH2:5][N:4]([C:7]([O:9][C:10]([CH3:13])([CH3:12])[CH3:11])=[O:8])[CH2:3]2)=[CH:16][CH:17]=1)([O-:23])=[O:22], predict the reactants needed to synthesize it. The reactants are: [OH:1][C@H:2]1[CH2:6][CH2:5][N:4]([C:7]([O:9][C:10]([CH3:13])([CH3:12])[CH3:11])=[O:8])[CH2:3]1.F[C:15]1[CH:20]=[CH:19][C:18]([N+:21]([O-:23])=[O:22])=[CH:17][CH:16]=1.[OH-].[K+]. (2) Given the product [C:1]1([C:11]2([CH2:16][OH:17])[CH2:15][CH2:14][CH2:13][CH2:12]2)[C:10]2[C:5](=[CH:6][CH:7]=[CH:8][CH:9]=2)[CH:4]=[CH:3][CH:2]=1, predict the reactants needed to synthesize it. The reactants are: [C:1]1([C:11]2([CH:16]=[O:17])[CH2:15][CH2:14][CH2:13][CH2:12]2)[C:10]2[C:5](=[CH:6][CH:7]=[CH:8][CH:9]=2)[CH:4]=[CH:3][CH:2]=1.[BH4-].[Na+].C(OCC)(=O)C. (3) Given the product [C:9]([O:13][C:14]([C@@H:15]1[CH2:4][C@H:16]1[C:17]1[CH:18]=[C:19]([CH:24]=[CH:25][C:26]=1[CH3:27])[C:20]([O:22][CH3:23])=[O:21])=[O:28])([CH3:12])([CH3:11])[CH3:10], predict the reactants needed to synthesize it. The reactants are: [H-].[Na+].[I-].[CH3:4][S+](C)(C)=O.[C:9]([O:13][C:14](=[O:28])/[CH:15]=[CH:16]/[C:17]1[CH:18]=[C:19]([CH:24]=[CH:25][C:26]=1[CH3:27])[C:20]([O:22][CH3:23])=[O:21])([CH3:12])([CH3:11])[CH3:10].[Cl-].[NH4+]. (4) Given the product [NH:57]1[C:56]([C:52]2[CH:51]=[C:50]3[C:55](=[CH:54][CH:53]=2)[NH:47][N:48]=[C:49]3[C:80]2[CH:85]=[CH:84][CH:83]=[C:82]([O:86][CH2:27][CH2:26][CH:21]3[CH2:22][CH2:23][CH2:24][CH2:25][NH:20]3)[CH:81]=2)=[N:60][CH:59]=[N:58]1, predict the reactants needed to synthesize it. The reactants are: C1(P(C2C=CC=CC=2)C2C=CC=CC=2)C=CC=CC=1.[NH:20]1[CH2:25][CH2:24][CH2:23][CH2:22][CH:21]1[CH:26](O)[CH3:27].CCOC(/N=N/C(OCC)=O)=O.O1CCCCC1[N:47]1[C:55]2[C:50](=[CH:51][C:52]([C:56]3[N:60]=[CH:59][N:58](C(C4C=CC=CC=4)(C4C=CC=CC=4)C4C=CC=CC=4)[N:57]=3)=[CH:53][CH:54]=2)[C:49]([C:80]2[CH:81]=[C:82]([OH:86])[CH:83]=[CH:84][CH:85]=2)=[N:48]1.Cl. (5) Given the product [CH2:41]([O:43][C:44]([CH:45]1[C:46]([CH:47]=[O:48])=[CH:35][C:34]2[C:33](=[CH:40][CH:39]=[CH:38][CH:37]=2)[O:32]1)=[O:49])[CH3:42], predict the reactants needed to synthesize it. The reactants are: C1(C2(CO)CCCN2C2C=CC=CC=2)C=CC=CC=1.[N+](C1C=CC=CC=1C(O)=O)([O-])=O.[OH:32][C:33]1[CH:40]=[CH:39][CH:38]=[CH:37][C:34]=1[CH:35]=O.[CH2:41]([O:43][C:44](=[O:49])/[CH:45]=[CH:46]/[CH:47]=[O:48])[CH3:42]. (6) Given the product [NH2:8][CH2:9][CH2:10][C:11]1[CH:12]=[CH:13][C:14]([CH2:15][C:16]2[C:17]([CH3:49])=[CH:18][C:19]([O:45][C:46](=[O:48])[CH3:47])=[C:20]([C@@H:22]3[O:39][C@H:38]([CH2:40][O:41][C:42](=[O:44])[CH3:43])[C@@H:33]([O:34][C:35](=[O:37])[CH3:36])[C@H:28]([O:29][C:30](=[O:32])[CH3:31])[C@H:23]3[O:24][C:25](=[O:27])[CH3:26])[CH:21]=2)=[CH:50][CH:51]=1, predict the reactants needed to synthesize it. The reactants are: C(OC([NH:8][CH2:9][CH2:10][C:11]1[CH:51]=[CH:50][C:14]([CH2:15][C:16]2[C:17]([CH3:49])=[CH:18][C:19]([O:45][C:46](=[O:48])[CH3:47])=[C:20]([C@@H:22]3[O:39][C@H:38]([CH2:40][O:41][C:42](=[O:44])[CH3:43])[C@@H:33]([O:34][C:35](=[O:37])[CH3:36])[C@H:28]([O:29][C:30](=[O:32])[CH3:31])[C@H:23]3[O:24][C:25](=[O:27])[CH3:26])[CH:21]=2)=[CH:13][CH:12]=1)=O)(C)(C)C.FC(F)(F)C([O-])=O. (7) The reactants are: [CH2:1]([N:8]1[CH2:13][CH2:12][C@@H:11]([CH2:14][C:15]2[CH:20]=[CH:19][CH:18]=[CH:17][CH:16]=2)[C@@H:10]([NH:21][C:22]([NH:24][NH:25][C:26]([C:28]2[CH:29]=[C:30]3[C:35](=[CH:36][CH:37]=2)[CH:34]=[N:33][CH:32]=[CH:31]3)=O)=[S:23])[CH2:9]1)[C:2]1[CH:7]=[CH:6][CH:5]=[CH:4][CH:3]=1.C1C2C(=CC(C(NN)=O)=CC=2)C=CN=1.C(N1CC[C@@H](CC2C=CC=CC=2)[C@@H](N)C1)C1C=CC=CC=1. Given the product [CH2:1]([N:8]1[CH2:13][CH2:12][C@@H:11]([CH2:14][C:15]2[CH:20]=[CH:19][CH:18]=[CH:17][CH:16]=2)[C@@H:10]([NH:21][C:22]2[S:23][C:26]([C:28]3[CH:29]=[C:30]4[C:35](=[CH:36][CH:37]=3)[CH:34]=[N:33][CH:32]=[CH:31]4)=[N:25][N:24]=2)[CH2:9]1)[C:2]1[CH:7]=[CH:6][CH:5]=[CH:4][CH:3]=1, predict the reactants needed to synthesize it.